Dataset: Forward reaction prediction with 1.9M reactions from USPTO patents (1976-2016). Task: Predict the product of the given reaction. (1) Given the reactants Br[C:2]1[CH:3]=[C:4]([NH:23][CH2:24][C:25]2[CH:26]=[N:27][CH:28]=[CH:29][CH:30]=2)[CH:5]=[C:6]2[C:11]=1[N:10]=[CH:9][C:8]([C:12]#[N:13])=[C:7]2[NH:14][C:15]1[CH:20]=[CH:19][C:18]([F:21])=[C:17]([Cl:22])[CH:16]=1.[O:31]1[CH:35]=[CH:34][C:33](B(O)O)=[CH:32]1.C([O-])([O-])=O.[Na+].[Na+], predict the reaction product. The product is: [Cl:22][C:17]1[CH:16]=[C:15]([NH:14][C:7]2[C:6]3[C:11](=[C:2]([C:33]4[CH:34]=[CH:35][O:31][CH:32]=4)[CH:3]=[C:4]([NH:23][CH2:24][C:25]4[CH:26]=[N:27][CH:28]=[CH:29][CH:30]=4)[CH:5]=3)[N:10]=[CH:9][C:8]=2[C:12]#[N:13])[CH:20]=[CH:19][C:18]=1[F:21]. (2) Given the reactants [NH2:1][CH:2]([C:11]1[C:16]([O:17][CH3:18])=[CH:15][CH:14]=[CH:13][C:12]=1[O:19][CH3:20])[CH2:3][CH:4]([CH3:10])[C:5]([O:7]CC)=O.[N:21]1[CH:26]=[CH:25][CH:24]=[C:23]([C:27]2[CH:28]=[C:29]([CH:32]=[CH:33][CH:34]=2)[CH:30]=O)[CH:22]=1, predict the reaction product. The product is: [CH3:18][O:17][C:16]1[CH:15]=[CH:14][CH:13]=[C:12]([O:19][CH3:20])[C:11]=1[CH:2]1[N:1]([CH2:30][C:29]2[CH:32]=[CH:33][CH:34]=[C:27]([C:23]3[CH:22]=[N:21][CH:26]=[CH:25][CH:24]=3)[CH:28]=2)[C:5](=[O:7])[CH:4]([CH3:10])[CH2:3]1. (3) Given the reactants [C:1]([C:7]([O:9][CH3:10])=[O:8])#[C:2][C:3]([O:5]C)=O.[CH3:11][O:12][C:13]1[CH:19]=[CH:18][CH:17]=[CH:16][C:14]=1[NH2:15].O(C1C=CC=CC=1)C1C=CC=CC=1, predict the reaction product. The product is: [CH3:10][O:9][C:7]([C:1]1[CH:2]=[C:3]([OH:5])[C:16]2[C:14](=[C:13]([O:12][CH3:11])[CH:19]=[CH:18][CH:17]=2)[N:15]=1)=[O:8]. (4) The product is: [Cl:30][CH2:29][CH2:28][CH2:27][N:13]([CH2:12][CH2:11][C:8]1[CH:7]=[CH:6][C:5]([C:3]#[N:4])=[CH:10][CH:9]=1)[C:14](=[O:20])[O:15][C:16]([CH3:17])([CH3:19])[CH3:18]. Given the reactants [H-].[Na+].[C:3]([C:5]1[CH:10]=[CH:9][C:8]([CH2:11][CH2:12][NH:13][C:14](=[O:20])[O:15][C:16]([CH3:19])([CH3:18])[CH3:17])=[CH:7][CH:6]=1)#[N:4].CN(C)C=O.Br[CH2:27][CH2:28][CH2:29][Cl:30], predict the reaction product. (5) Given the reactants [OH-].[Na+].[Br:3][C:4]1[CH:9]=[CH:8][C:7]([N:10]2[C:21]3[C:13](=[C:14]4[N:18]([C:19](=[O:22])[CH:20]=3)[CH2:17][CH2:16][CH2:15]4)[N:12]([S:23]([CH:26]3[CH2:28][CH2:27]3)(=[O:25])=[O:24])C2=O)=[C:6]([F:30])[CH:5]=1, predict the reaction product. The product is: [Br:3][C:4]1[CH:9]=[CH:8][C:7]([NH:10][C:21]2[C:13]([NH:12][S:23]([CH:26]3[CH2:27][CH2:28]3)(=[O:24])=[O:25])=[C:14]3[N:18]([CH2:17][CH2:16][CH2:15]3)[C:19](=[O:22])[CH:20]=2)=[C:6]([F:30])[CH:5]=1.